Predict the reactants needed to synthesize the given product. From a dataset of Full USPTO retrosynthesis dataset with 1.9M reactions from patents (1976-2016). (1) Given the product [C:1]([O-:4])([O-:3])=[O:2].[C:8]([O-:11])([O-:10])=[O:9].[OH:14][OH:15].[OH:4][OH:5].[OH:4][OH:5].[Na+:6].[Na+:6].[Na+:6].[Na+:6], predict the reactants needed to synthesize it. The reactants are: [C:1]([O:4][O-:5])([O-:3])=[O:2].[Na+:6].[Na+].[C:8](=[O:11])([O-:10])[O-:9].[Na+].[Na+].[OH:14][OH:15]. (2) Given the product [CH2:31]([N:2]([CH2:3][C:4]1[CH:5]=[CH:6][C:7]([NH:10]/[C:11](=[C:18]2\[C:19](=[O:30])[NH:20][C:21]3[C:26]\2=[CH:25][C:24]([N+:27]([O-:29])=[O:28])=[CH:23][CH:22]=3)/[C:12]2[CH:13]=[CH:14][CH:15]=[CH:16][CH:17]=2)=[CH:8][CH:9]=1)[CH2:3][CH:4]([CH3:9])[CH3:5])[CH:32]([CH3:34])[CH3:33], predict the reactants needed to synthesize it. The reactants are: Cl.[NH2:2][CH2:3][C:4]1[CH:9]=[CH:8][C:7]([NH:10]/[C:11](=[C:18]2\[C:19](=[O:30])[NH:20][C:21]3[C:26]\2=[CH:25][C:24]([N+:27]([O-:29])=[O:28])=[CH:23][CH:22]=3)/[C:12]2[CH:17]=[CH:16][CH:15]=[CH:14][CH:13]=2)=[CH:6][CH:5]=1.[CH:31](=O)[CH:32]([CH3:34])[CH3:33].C([BH3-])#N.[Na+]. (3) Given the product [Cl:31][C:32]1[CH:37]=[CH:36][CH:35]=[C:34]([CH3:38])[C:33]=1[NH:39][C:40](=[O:63])[NH:41][C:42]1[CH:43]=[CH:44][C:45]([C:48]2[S:52][C:51]([CH:53]3[CH2:54][CH2:55][CH:56]([C:59]([OH:61])=[O:60])[CH2:57][CH2:58]3)=[N:50][CH:49]=2)=[CH:46][CH:47]=1, predict the reactants needed to synthesize it. The reactants are: FC(F)(F)C1C=C(NC(=O)NC2C=CC(C3SC(CCC(O)=O)=NC=3)=CC=2)C=CC=1.[Cl:31][C:32]1[CH:37]=[CH:36][CH:35]=[C:34]([CH3:38])[C:33]=1[NH:39][C:40](=[O:63])[NH:41][C:42]1[CH:47]=[CH:46][C:45]([C:48]2[S:52][C:51]([CH:53]3[CH2:58][CH2:57][CH:56]([C:59]([O:61]C)=[O:60])[CH2:55][CH2:54]3)=[N:50][CH:49]=2)=[CH:44][CH:43]=1. (4) Given the product [Br:20][C:21]1[CH:28]=[CH:27][C:24]([CH2:25][C:16]#[N:17])=[C:23]([O:29][CH3:30])[CH:22]=1, predict the reactants needed to synthesize it. The reactants are: CC(C)([O-])C.[K+].C1(C)C=CC(S([CH2:16][N+:17]#[C-])(=O)=O)=CC=1.[Br:20][C:21]1[CH:28]=[CH:27][C:24]([CH:25]=O)=[C:23]([O:29][CH3:30])[CH:22]=1.CO. (5) The reactants are: [C:1]([CH2:4][C:5]1([C:14]([OH:16])=[O:15])[CH2:13][C:12]2[C:7](=[CH:8][CH:9]=[CH:10][CH:11]=2)[CH2:6]1)([OH:3])=O. Given the product [CH2:13]1[C:12]2[C:7](=[CH:8][CH:9]=[CH:10][CH:11]=2)[CH2:6][C:5]21[CH2:4][C:1](=[O:3])[O:16][C:14]2=[O:15], predict the reactants needed to synthesize it. (6) Given the product [ClH:3].[NH2:5][C@@H:6]([CH3:7])[C:8]([O:10][CH:11]([CH3:13])[CH3:12])=[O:9], predict the reactants needed to synthesize it. The reactants are: S(Cl)([Cl:3])=O.[NH2:5][C@H:6]([C:8]([OH:10])=[O:9])[CH3:7].[CH:11](O)([CH3:13])[CH3:12]. (7) Given the product [Cl:1][C:2]1[CH:3]=[C:4]([C:9]2[N:10]([C:19]3[CH:24]=[CH:23][C:22]([S:25]([CH3:28])(=[O:26])=[O:27])=[CH:21][CH:20]=3)[CH:11]=[C:12]([C:14]([F:17])([F:15])[F:16])[N:13]=2)[CH:5]=[CH:6][C:7]=1[CH3:8], predict the reactants needed to synthesize it. The reactants are: [Cl:1][C:2]1[CH:3]=[C:4]([C:9]2[N:10]([C:19]3[CH:24]=[CH:23][C:22]([S:25]([CH3:28])(=[O:27])=[O:26])=[CH:21][CH:20]=3)[CH2:11][C:12](O)([C:14]([F:17])([F:16])[F:15])[N:13]=2)[CH:5]=[CH:6][C:7]=1[CH3:8].O.C1(C)C=CC(S(O)(=O)=O)=CC=1.